Dataset: Full USPTO retrosynthesis dataset with 1.9M reactions from patents (1976-2016). Task: Predict the reactants needed to synthesize the given product. (1) Given the product [NH2:27][C:24]1[CH:25]=[CH:26][C:21](/[CH:20]=[C:18](\[CH3:19])/[C:17]([NH:16][C:13]2[CH:14]=[CH:15][C:10]([CH:6]([N:1]3[CH:5]=[CH:4][N:3]=[CH:2]3)[CH:7]([CH3:8])[CH3:9])=[CH:11][CH:12]=2)=[O:30])=[CH:22][CH:23]=1, predict the reactants needed to synthesize it. The reactants are: [N:1]1([CH:6]([C:10]2[CH:15]=[CH:14][C:13]([NH:16][C:17](=[O:30])/[C:18](=[CH:20]/[C:21]3[CH:26]=[CH:25][C:24]([N+:27]([O-])=O)=[CH:23][CH:22]=3)/[CH3:19])=[CH:12][CH:11]=2)[CH:7]([CH3:9])[CH3:8])[CH:5]=[CH:4][N:3]=[CH:2]1.O.[OH-].[Na+]. (2) Given the product [Cl:35][C:32]1[C:18]([CH2:19][CH:20]2[CH2:24][CH2:23][N:22]([CH:25]3[CH2:30][CH2:29][CH2:28][CH2:27][CH2:26]3)[C:21]2=[O:31])=[C:17]([Cl:36])[CH:16]=[CH:34][C:33]=1[C:8]1[CH:9]=[CH:10][CH:11]=[C:6]([C:4]([OH:3])=[O:5])[CH:7]=1, predict the reactants needed to synthesize it. The reactants are: C([O:3][C:4]([C:6]1[CH:7]=[C:8](B(O)O)[CH:9]=[CH:10][CH:11]=1)=[O:5])C.Br[C:16]1[C:17]([Cl:36])=[C:18]([C:32]([Cl:35])=[CH:33][CH:34]=1)[CH2:19][CH:20]1[CH2:24][CH2:23][N:22]([CH:25]2[CH2:30][CH2:29][CH2:28][CH2:27][CH2:26]2)[C:21]1=[O:31].COCCOC.C(=O)([O-])[O-].[Na+].[Na+]. (3) Given the product [Cl:8][C:6]1[CH:5]=[C:4]([Cl:9])[N:3]=[C:2]([C:12]2[S:11][CH:15]=[CH:14][N:13]=2)[CH:7]=1, predict the reactants needed to synthesize it. The reactants are: Cl[C:2]1[CH:7]=[C:6]([Cl:8])[CH:5]=[C:4]([Cl:9])[N:3]=1.[Br-].[S:11]1[CH:15]=[CH:14][N:13]=[C:12]1[Zn+].C1COCC1.C(Cl)Cl. (4) Given the product [CH3:3][O:4][C:5]1[CH:12]=[C:11]([C:13]2[C:14]([C:19]3[CH:24]=[CH:23][CH:22]=[CH:21][CH:20]=3)=[N:15][O:16][C:17]=2[CH3:18])[CH:10]=[CH:9][C:6]=1[C:7]([NH2:8])=[O:1], predict the reactants needed to synthesize it. The reactants are: [OH-:1].[K+].[CH3:3][O:4][C:5]1[CH:12]=[C:11]([C:13]2[C:14]([C:19]3[CH:24]=[CH:23][CH:22]=[CH:21][CH:20]=3)=[N:15][O:16][C:17]=2[CH3:18])[CH:10]=[CH:9][C:6]=1[C:7]#[N:8]. (5) Given the product [CH3:10][O:8][C:7]([C:2]1[CH:3]=[N:4][CH:5]=[CH:6][N:1]=1)=[O:9], predict the reactants needed to synthesize it. The reactants are: [N:1]1[CH:6]=[CH:5][N:4]=[CH:3][C:2]=1[C:7]([OH:9])=[O:8].[C:10]([O-])([O-])=O.[K+].[K+].CI. (6) Given the product [ClH:34].[ClH:34].[CH3:1][C:2]1[CH:6]=[CH:5][N:4]([C:7]2[C:8](=[O:33])[NH:9][C:10](=[O:32])[N:11]([CH2:13][CH2:14][CH2:15][N:16]3[CH2:21][C@H:20]4[C@:18]([C:22]5[CH:27]=[CH:26][C:25]([C:28]([F:31])([F:30])[F:29])=[CH:24][CH:23]=5)([CH2:19]4)[CH2:17]3)[CH:12]=2)[N:3]=1, predict the reactants needed to synthesize it. The reactants are: [CH3:1][C:2]1[CH:6]=[CH:5][N:4]([C:7]2[C:8](=[O:33])[NH:9][C:10](=[O:32])[N:11]([CH2:13][CH2:14][CH2:15][N:16]3[CH2:21][C@H:20]4[C@:18]([C:22]5[CH:27]=[CH:26][C:25]([C:28]([F:31])([F:30])[F:29])=[CH:24][CH:23]=5)([CH2:19]4)[CH2:17]3)[CH:12]=2)[N:3]=1.[ClH:34].CO. (7) Given the product [NH2:1][C@@H:2]1[CH2:7][CH2:6][C@H:5]([C:8]([O:10][CH2:12][CH3:13])=[O:9])[CH2:4][CH2:3]1, predict the reactants needed to synthesize it. The reactants are: [NH2:1][C@@H:2]1[CH2:7][CH2:6][C@H:5]([C:8]([OH:10])=[O:9])[CH2:4][CH2:3]1.N[C@@H:12]1CC[C@H](C(OC)=O)C[CH2:13]1.